This data is from Reaction yield outcomes from USPTO patents with 853,638 reactions. The task is: Predict the reaction yield, written as a fraction of the theoretical maximum amount of product (1.0 means a 100% yield; for example, 0.34 means a 34% yield). (1) The reactants are Br[C:2]1[CH:7]=[CH:6][CH:5]=[CH:4][C:3]=1[CH3:8].[F:9][C:10]1[CH:50]=[N:49][C:13]2[N:14]([C:34]3[CH:39]=[CH:38][CH:37]=[C:36](B4OC(C)(C)C(C)(C)O4)[CH:35]=3)[C:15](=[O:33])[N:16]([C@@H:19]3[CH2:24][CH2:23][C@H:22]([NH:25][C:26](=[O:32])[O:27][C:28]([CH3:31])([CH3:30])[CH3:29])[CH2:21][CH2:20]3)[C:17](=[O:18])[C:12]=2[CH:11]=1. No catalyst specified. The product is [F:9][C:10]1[CH:50]=[N:49][C:13]2[N:14]([C:34]3[CH:35]=[C:36]([C:2]4[CH:7]=[CH:6][CH:5]=[CH:4][C:3]=4[CH3:8])[CH:37]=[CH:38][CH:39]=3)[C:15](=[O:33])[N:16]([C@@H:19]3[CH2:20][CH2:21][C@H:22]([NH:25][C:26](=[O:32])[O:27][C:28]([CH3:30])([CH3:29])[CH3:31])[CH2:23][CH2:24]3)[C:17](=[O:18])[C:12]=2[CH:11]=1. The yield is 0.230. (2) The reactants are [CH2:1]([C:5]1[CH:10]=[CH:9][C:8]([C:11]#[C:12][C:13]2[CH:38]=[CH:37][C:16]([C:17]([N:19]([CH2:31][CH2:32][CH2:33][CH2:34][CH2:35][CH3:36])[C:20]3[CH:21]=[CH:22][C:23]([F:30])=[C:24]([CH:29]=3)[C:25]([O:27]C)=[O:26])=[O:18])=[CH:15][CH:14]=2)=[CH:7][CH:6]=1)[CH2:2][CH2:3][CH3:4].O.[OH-].[Li+].O.Cl. The catalyst is C1COCC1. The product is [CH2:1]([C:5]1[CH:6]=[CH:7][C:8]([C:11]#[C:12][C:13]2[CH:38]=[CH:37][C:16]([C:17]([N:19]([CH2:31][CH2:32][CH2:33][CH2:34][CH2:35][CH3:36])[C:20]3[CH:21]=[CH:22][C:23]([F:30])=[C:24]([CH:29]=3)[C:25]([OH:27])=[O:26])=[O:18])=[CH:15][CH:14]=2)=[CH:9][CH:10]=1)[CH2:2][CH2:3][CH3:4]. The yield is 0.889. (3) The reactants are Cl[C:2]1[N:7]=[CH:6][C:5]([C:8]2[CH:13]=[CH:12][N:11]=[C:10]([NH:14][C:15]3[CH:16]=[C:17]([NH:22][C:23](=[O:34])[C:24]4[CH:29]=[CH:28][CH:27]=[C:26]([O:30][CH:31]([F:33])[F:32])[CH:25]=4)[CH:18]=[CH:19][C:20]=3[CH3:21])[N:9]=2)=[CH:4][CH:3]=1.[NH2:35][CH2:36][CH2:37][OH:38]. The catalyst is O. The product is [F:32][CH:31]([F:33])[O:30][C:26]1[CH:25]=[C:24]([CH:29]=[CH:28][CH:27]=1)[C:23]([NH:22][C:17]1[CH:18]=[CH:19][C:20]([CH3:21])=[C:15]([NH:14][C:10]2[N:9]=[C:8]([C:5]3[CH:6]=[N:7][C:2]([NH:35][CH2:36][CH2:37][OH:38])=[CH:3][CH:4]=3)[CH:13]=[CH:12][N:11]=2)[CH:16]=1)=[O:34]. The yield is 0.393. (4) The reactants are [N:1]1[C:10]2[C:5](=[CH:6][CH:7]=[CH:8][CH:9]=2)[CH:4]=[C:3](B(O)O)[CH:2]=1.FC(F)(F)S(O[C:20]1[CH2:25][CH2:24][N:23]([C:26]([O:28][C:29]([CH3:32])([CH3:31])[CH3:30])=[O:27])[CH2:22][CH:21]=1)(=O)=O.C(=O)(O)[O-].[Na+].[Cl-].[Li+]. The catalyst is C1(C)C=CC=CC=1.C(O)C.C(OCC)(=O)C.C1C=CC([P]([Pd]([P](C2C=CC=CC=2)(C2C=CC=CC=2)C2C=CC=CC=2)([P](C2C=CC=CC=2)(C2C=CC=CC=2)C2C=CC=CC=2)[P](C2C=CC=CC=2)(C2C=CC=CC=2)C2C=CC=CC=2)(C2C=CC=CC=2)C2C=CC=CC=2)=CC=1. The product is [N:1]1[C:10]2[C:5](=[CH:6][CH:7]=[CH:8][CH:9]=2)[CH:4]=[C:3]([C:20]2[CH2:25][CH2:24][N:23]([C:26]([O:28][C:29]([CH3:32])([CH3:31])[CH3:30])=[O:27])[CH2:22][CH:21]=2)[CH:2]=1. The yield is 0.760. (5) The reactants are [NH2:1][C:2]1[CH:7]=[CH:6][C:5]([C:8]2[N:9]([CH:26]3[CH2:29][CH2:28][CH2:27]3)[C:10]3[C:15]([C:16]=2[C:17]#[N:18])=[CH:14][CH:13]=[C:12]([O:19][C:20]2[N:25]=[CH:24][CH:23]=[CH:22][N:21]=2)[CH:11]=3)=[CH:4][C:3]=1[Cl:30].Cl[C:32]([O:34][CH:35]([CH3:37])[CH3:36])=[O:33]. The catalyst is C(Cl)Cl.N1C=CC=CC=1.C1(C)C=CC=CC=1.Cl. The product is [CH:35]([O:34][C:32](=[O:33])[NH:1][C:2]1[CH:7]=[CH:6][C:5]([C:8]2[N:9]([CH:26]3[CH2:29][CH2:28][CH2:27]3)[C:10]3[C:15]([C:16]=2[C:17]#[N:18])=[CH:14][CH:13]=[C:12]([O:19][C:20]2[N:21]=[CH:22][CH:23]=[CH:24][N:25]=2)[CH:11]=3)=[CH:4][C:3]=1[Cl:30])([CH3:37])[CH3:36]. The yield is 0.930. (6) The reactants are [C:1]([C:3]1[CH:8]=[CH:7][C:6]([C:9]2[N:10]=[C:11]([CH:14]([CH3:31])[C:15]([C:23]3[CH:28]=[C:27]([F:29])[CH:26]=[CH:25][C:24]=3[F:30])([OH:22])[CH2:16][N:17]3[CH:21]=[N:20][CH:19]=[N:18]3)[S:12][CH:13]=2)=[CH:5][CH:4]=1)#[N:2].[C@@]12(CS(O)(=O)=O)C(C)(C)C(CC1)CC2=O.C(O)(=O)C. The catalyst is C1(C)C=CC=CC=1. The product is [C:1]([C:3]1[CH:8]=[CH:7][C:6]([C:9]2[N:10]=[C:11]([C@H:14]([CH3:31])[C@:15]([C:23]3[CH:28]=[C:27]([F:29])[CH:26]=[CH:25][C:24]=3[F:30])([OH:22])[CH2:16][N:17]3[CH:21]=[N:20][CH:19]=[N:18]3)[S:12][CH:13]=2)=[CH:5][CH:4]=1)#[N:2]. The yield is 0.450. (7) The reactants are C(=O)([O-])[O-].[Ca+2].[NH2:6][C:7]1[CH:12]=[C:11](C(F)(F)F)[C:10]([C:17]2[CH:22]=[CH:21][C:20]([O:23][CH2:24][CH:25]3[CH2:28][N:27]([C:29]([O:31][C:32]([CH3:35])([CH3:34])[CH3:33])=[O:30])[CH2:26]3)=[CH:19][CH:18]=2)=[C:9]([Cl:36])[CH:8]=1.[C:37](Cl)(Cl)=[S:38].[ClH:41]. The catalyst is ClCCl.O. The product is [C:32]([O:31][C:29]([N:27]1[CH2:26][CH:25]([CH2:24][O:23][C:20]2[CH:21]=[CH:22][C:17]([C:10]3[C:9]([Cl:36])=[CH:8][C:7]([N:6]=[C:37]=[S:38])=[CH:12][C:11]=3[Cl:41])=[CH:18][CH:19]=2)[CH2:28]1)=[O:30])([CH3:35])([CH3:34])[CH3:33]. The yield is 0.810. (8) The reactants are C1(C)C=CC(S([O-])(=O)=O)=CC=1.[CH3:12][C@@H:13]1[C@@H:16]([NH3+:17])[C:15](=[O:18])[NH:14]1.CCN(C(C)C)C(C)C.[CH:28]1([CH2:34][CH2:35][CH2:36][CH2:37][O:38][C:39](N2C=CC=CC2=O)=[O:40])[CH2:33][CH2:32][CH2:31][CH2:30][CH2:29]1. The catalyst is C(Cl)Cl. The product is [CH:28]1([CH2:34][CH2:35][CH2:36][CH2:37][O:38][C:39](=[O:40])[NH:17][C@H:16]2[C:15](=[O:18])[NH:14][C@@H:13]2[CH3:12])[CH2:33][CH2:32][CH2:31][CH2:30][CH2:29]1. The yield is 0.640. (9) The yield is 0.700. The reactants are [NH2:1][CH:2]([CH3:10])[CH2:3][CH2:4][CH2:5][C:6]([CH3:9])([OH:8])[CH3:7].[CH2:11]1[CH2:17][S:14](=[O:16])(=[O:15])[O:13][CH2:12]1. The catalyst is C(#N)C. The product is [OH:8][C:6]([CH3:9])([CH3:7])[CH2:5][CH2:4][CH2:3][CH:2]([NH:1][CH2:12][CH2:11][CH2:17][S:14]([OH:16])(=[O:15])=[O:13])[CH3:10]. (10) The reactants are [CH3:1][O:2][CH2:3][O:4][C:5]1[C:6](=[O:12])[CH:7]=[C:8]([CH3:11])[NH:9][CH:10]=1.C(=O)([O-])[O-].[K+].[K+].Br[CH2:20][CH2:21][OH:22]. The catalyst is CN(C=O)C. The product is [CH3:1][O:2][CH2:3][O:4][C:5]1[C:6]([O:12][CH2:20][CH2:21][OH:22])=[CH:7][C:8]([CH3:11])=[N:9][CH:10]=1. The yield is 0.560.